Dataset: Peptide-MHC class I binding affinity with 185,985 pairs from IEDB/IMGT. Task: Regression. Given a peptide amino acid sequence and an MHC pseudo amino acid sequence, predict their binding affinity value. This is MHC class I binding data. (1) The peptide sequence is FPYSIPATL. The MHC is HLA-B51:01 with pseudo-sequence HLA-B51:01. The binding affinity (normalized) is 0.585. (2) The peptide sequence is RKWGLDFCY. The MHC is HLA-A30:01 with pseudo-sequence HLA-A30:01. The binding affinity (normalized) is 0.0847. (3) The peptide sequence is ITDYQGKTV. The MHC is HLA-A01:01 with pseudo-sequence HLA-A01:01. The binding affinity (normalized) is 0.0357. (4) The peptide sequence is LPPKSSIDAF. The MHC is HLA-B53:01 with pseudo-sequence HLA-B53:01. The binding affinity (normalized) is 0.139. (5) The MHC is HLA-A68:01 with pseudo-sequence HLA-A68:01. The binding affinity (normalized) is 0.359. The peptide sequence is IVTFRERYSY.